Dataset: Reaction yield outcomes from USPTO patents with 853,638 reactions. Task: Predict the reaction yield, written as a fraction of the theoretical maximum amount of product (1.0 means a 100% yield; for example, 0.34 means a 34% yield). (1) The reactants are [CH:1]1([CH2:4][C:5]([OH:7])=O)[CH2:3][CH2:2]1.C(N(CC)CC)C.CC(C)(C)C(Cl)=O.[CH2:22]([C@H:29]1[CH2:33][O:32][C:31](=[O:34])[NH:30]1)[C:23]1[CH:28]=[CH:27][CH:26]=[CH:25][CH:24]=1.[Cl-].[Li+]. The yield is 0.870. The catalyst is O1CCCC1. The product is [CH2:22]([C@H:29]1[CH2:33][O:32][C:31](=[O:34])[N:30]1[C:5](=[O:7])[CH2:4][CH:1]1[CH2:2][CH2:3]1)[C:23]1[CH:24]=[CH:25][CH:26]=[CH:27][CH:28]=1. (2) The reactants are [Mg].II.Br[CH2:5][CH2:6][C:7]1[CH:12]=[CH:11][C:10]([C:13]2[CH:18]=[CH:17][C:16]([O:19][CH2:20][CH3:21])=[C:15]([F:22])[C:14]=2[F:23])=[C:9]([F:24])[C:8]=1[F:25].C([CH:29]1[O:34][C:33](=O)[CH:32]([C:36]2[CH:41]=[CH:40][C:39]([C:42]3C=CC(C4CCC(CCCCC)OC4)=[C:44](F)[C:43]=3F)=[C:38](F)[C:37]=2F)[CH2:31][CH2:30]1)CC.C1C[O:66]CC1. No catalyst specified. The product is [CH2:20]([O:19][C:16]1[CH:17]=[CH:18][C:13]([C:10]2[CH:11]=[CH:12][C:7]([CH2:6][CH2:5][C:29]3([OH:66])[CH2:30][CH2:31][CH:32]([CH:36]4[CH2:41][CH2:40][CH:39]([CH2:42][CH2:43][CH3:44])[CH2:38][CH2:37]4)[CH2:33][O:34]3)=[C:8]([F:25])[C:9]=2[F:24])=[C:14]([F:23])[C:15]=1[F:22])[CH3:21]. The yield is 0.471. (3) The reactants are [C:1]([C:5]1[N:10]=[C:9]([O:11][C:12]2[C:17]([CH3:18])=[CH:16][C:15]([CH3:19])=[CH:14][C:13]=2[CH3:20])[C:8]([C:21]([NH:23][S:24]([C:26]2[CH:31]=[CH:30][CH:29]=[C:28]([N+:32]([O-:34])=[O:33])[CH:27]=2)=[O:25])=[O:22])=[CH:7][CH:6]=1)([CH3:4])([CH3:3])[CH3:2].Cl[N:36]1C(=O)CC[C:37]1=O.CN. The catalyst is C(#N)C.C1COCC1. The product is [C:1]([C:5]1[CH:6]=[CH:7][C:8]([C:21]([NH:23][S:24]([C:26]2[CH:31]=[CH:30][CH:29]=[C:28]([N+:32]([O-:34])=[O:33])[CH:27]=2)(=[N:36][CH3:37])=[O:25])=[O:22])=[C:9]([O:11][C:12]2[C:17]([CH3:18])=[CH:16][C:15]([CH3:19])=[CH:14][C:13]=2[CH3:20])[N:10]=1)([CH3:4])([CH3:2])[CH3:3]. The yield is 0.630. (4) The product is [Cl:10][C:11]1[CH:12]=[CH:13][C:14]([NH:19][C:18]([C:20]2[C:29]3[C:24](=[CH:25][CH:26]=[CH:27][CH:28]=3)[CH:23]=[CH:22][CH:21]=2)=[O:17])=[C:15]([C:16]([N:33]([CH2:34][CH:35]2[O:39][CH2:38][CH2:37][O:36]2)[CH3:32])=[O:30])[CH:31]=1. The reactants are C(N(C(C)C)CC)(C)C.[Cl:10][C:11]1[CH:12]=[CH:13][C:14]2[N:19]=[C:18]([C:20]3[C:29]4[C:24](=[CH:25][CH:26]=[CH:27][CH:28]=4)[CH:23]=[CH:22][CH:21]=3)[O:17][C:16](=[O:30])[C:15]=2[CH:31]=1.[CH3:32][NH:33][CH2:34][CH:35]1[O:39][CH2:38][CH2:37][O:36]1. The yield is 0.490. No catalyst specified.